From a dataset of Full USPTO retrosynthesis dataset with 1.9M reactions from patents (1976-2016). Predict the reactants needed to synthesize the given product. Given the product [Br:11][C:12]1[CH:13]=[C:14]([C:15](=[O:16])[CH2:4][CH2:5][CH:6]([O:9][CH3:10])[O:7][CH3:8])[CH:21]=[CH:22][N:23]=1, predict the reactants needed to synthesize it. The reactants are: II.Br[CH2:4][CH2:5][CH:6]([O:9][CH3:10])[O:7][CH3:8].[Br:11][C:12]1[CH:13]=[C:14]([CH:21]=[CH:22][N:23]=1)[C:15](N(OC)C)=[O:16].[NH4+].[Cl-].